From a dataset of Reaction yield outcomes from USPTO patents with 853,638 reactions. Predict the reaction yield, written as a fraction of the theoretical maximum amount of product (1.0 means a 100% yield; for example, 0.34 means a 34% yield). (1) The reactants are [F:1][C:2]1[CH:7]=[CH:6][CH:5]=[CH:4][C:3]=1[C:8](=[O:10])[CH3:9].[Br:11]Br. The catalyst is C(O)(=O)C. The product is [Br:11][CH2:9][C:8]([C:3]1[CH:4]=[CH:5][CH:6]=[CH:7][C:2]=1[F:1])=[O:10]. The yield is 0.970. (2) The reactants are [OH:1][C:2]1[CH:11]=[C:10]2[C:5]([CH2:6][C@@H:7]([C:12]([OH:14])=[O:13])[NH:8][CH2:9]2)=[CH:4][CH:3]=1.[ClH:15].[CH3:16]O. No catalyst specified. The product is [ClH:15].[CH3:16][O:13][C:12]([C@@H:7]1[CH2:6][C:5]2[C:10](=[CH:11][C:2]([OH:1])=[CH:3][CH:4]=2)[CH2:9][NH:8]1)=[O:14]. The yield is 1.00. (3) The reactants are [CH3:1][C:2]1[CH:7]=[CH:6][CH:5]=[CH:4][C:3]=1[CH:8]1[CH:13]([C:14]([O:16]CC)=[O:15])[CH2:12][CH2:11][N:10]([C:19]([O:21][C:22]([CH3:25])([CH3:24])[CH3:23])=[O:20])[CH2:9]1.C[O-].[Na+].CO.[OH-].[Na+].C1COCC1. The catalyst is CO. The product is [C:22]([O:21][C:19]([N:10]1[CH2:11][CH2:12][C@@H:13]([C:14]([OH:16])=[O:15])[C@H:8]([C:3]2[CH:4]=[CH:5][CH:6]=[CH:7][C:2]=2[CH3:1])[CH2:9]1)=[O:20])([CH3:25])([CH3:24])[CH3:23]. The yield is 0.310. (4) The reactants are Cl.[O:2]([NH2:4])[CH3:3].[Cl:5][C:6]1[N:10]([CH3:11])[N:9]=[C:8]([CH3:12])[C:7]=1[S:13](Cl)(=[O:15])=[O:14].O. The catalyst is N1C=CC=CC=1.C(#N)C. The product is [Cl:5][C:6]1[N:10]([CH3:11])[N:9]=[C:8]([CH3:12])[C:7]=1[S:13]([NH:4][O:2][CH3:3])(=[O:14])=[O:15]. The yield is 0.720. (5) The reactants are [F:1][CH:2]([F:5])[CH2:3][OH:4].[H-].[Na+].Cl[C:9]1[N:17]=[C:16]([Cl:18])[CH:15]=[CH:14][C:10]=1[C:11]([NH2:13])=[O:12]. The catalyst is COCCOC.CN(C)C=O.O. The product is [Cl:18][C:16]1[CH:15]=[CH:14][C:10]([C:11]([NH2:13])=[O:12])=[C:9]([O:4][CH2:3][CH:2]([F:5])[F:1])[N:17]=1. The yield is 0.970. (6) The reactants are Cl[CH2:2][CH2:3][C@@H:4]([C:6]1[CH:11]=[CH:10][CH:9]=[CH:8][CH:7]=1)[OH:5].[CH3:12][CH:13]([CH3:29])[C:14]([NH:16][C:17]1[CH:22]=[CH:21][CH:20]=[C:19]([CH:23]2[CH2:28][CH2:27][NH:26][CH2:25][CH2:24]2)[CH:18]=1)=[O:15].C(N(C(C)C)CC)(C)C. The catalyst is [I-].C([N+](CCCC)(CCCC)CCCC)CCC.O1CCOCC1. The product is [OH:5][C@H:4]([C:6]1[CH:11]=[CH:10][CH:9]=[CH:8][CH:7]=1)[CH2:3][CH2:2][N:26]1[CH2:27][CH2:28][CH:23]([C:19]2[CH:18]=[C:17]([NH:16][C:14](=[O:15])[CH:13]([CH3:12])[CH3:29])[CH:22]=[CH:21][CH:20]=2)[CH2:24][CH2:25]1. The yield is 0.393. (7) The reactants are Cl[C:2]1[CH:7]=[C:6]([Cl:8])[N:5]=[C:4]([NH2:9])[N:3]=1.[Cl:10][C:11]1[CH:12]=[CH:13][C:14]([CH3:20])=[C:15](B(O)O)[CH:16]=1.C1(P(C2C=CC=CC=2)C2C=CC=CC=2)C=CC=CC=1.C(=O)([O-])[O-].[Na+].[Na+]. The catalyst is O.C([O-])(=O)C.[Pd+2].C([O-])(=O)C.CC(C)=O.C(COC)OC. The product is [Cl:8][C:6]1[CH:7]=[C:2]([C:13]2[CH:12]=[C:11]([Cl:10])[CH:16]=[CH:15][C:14]=2[CH3:20])[N:3]=[C:4]([NH2:9])[N:5]=1. The yield is 0.350. (8) The yield is 0.250. The product is [C:14]([O-:26])(=[O:25])[CH2:15][C:16]([CH2:21][C:22]([O-:24])=[O:23])([C:18]([O-:20])=[O:19])[OH:17].[NH4+:27].[NH4+:27].[NH4+:27].[O:2]=[CH:3][C@@H:4]([C@H:6]([C@@H:8]([C@@H:10]([CH2:12][OH:13])[OH:11])[OH:9])[OH:7])[OH:5]. The reactants are O.[O:2]=[CH:3][C@@H:4]([C@H:6]([C@@H:8]([C@@H:10]([CH2:12][OH:13])[OH:11])[OH:9])[OH:7])[OH:5].[C:14]([O-:26])(=[O:25])[CH2:15][C:16]([CH2:21][C:22]([O-:24])=[O:23])([C:18]([O-:20])=[O:19])[OH:17].[NH4+:27].[NH4+].[NH4+]. No catalyst specified. (9) The reactants are [CH3:1][O:2][C:3](=[O:17])[C:4]1[CH:9]=[CH:8][C:7]([C:10]([NH:12][NH:13][C:14](=[O:16])[CH3:15])=O)=[CH:6][CH:5]=1. The catalyst is O=P(Cl)(Cl)Cl.O. The product is [CH3:1][O:2][C:3](=[O:17])[C:4]1[CH:9]=[CH:8][C:7]([C:10]2[O:16][C:14]([CH3:15])=[N:13][N:12]=2)=[CH:6][CH:5]=1. The yield is 0.759. (10) The reactants are C1CCN2C(=NCCC2)CC1.[Br:12][C:13]1[CH:18]=[CH:17][C:16]([C:19]2[CH:24]=[CH:23][CH:22]=[CH:21][C:20]=2[NH2:25])=[CH:15][CH:14]=1.[CH:26]([S:29](Cl)(=[O:31])=[O:30])([CH3:28])[CH3:27]. The catalyst is C(Cl)Cl. The product is [Br:12][C:13]1[CH:14]=[CH:15][C:16]([C:19]2[CH:24]=[CH:23][CH:22]=[CH:21][C:20]=2[NH:25][S:29]([CH:26]([CH3:28])[CH3:27])(=[O:31])=[O:30])=[CH:17][CH:18]=1. The yield is 0.980.